Dataset: Reaction yield outcomes from USPTO patents with 853,638 reactions. Task: Predict the reaction yield, written as a fraction of the theoretical maximum amount of product (1.0 means a 100% yield; for example, 0.34 means a 34% yield). The reactants are Cl.CN(C)CCCN=C=NCC.[C:13]([OH:21])(=O)[CH2:14][CH2:15][CH2:16][CH2:17][CH2:18][CH3:19].[N+:22]([C:25]1[CH:26]=[C:27]([CH:31]=[CH:32][CH:33]=1)[CH2:28][CH2:29][NH2:30])([O-:24])=[O:23].C(Cl)Cl. The catalyst is CCOCC. The product is [N+:22]([C:25]1[CH:26]=[C:27]([CH2:28][CH2:29][NH:30][C:13](=[O:21])[CH2:14][CH2:15][CH2:16][CH2:17][CH2:18][CH3:19])[CH:31]=[CH:32][CH:33]=1)([O-:24])=[O:23]. The yield is 1.00.